Task: Predict the product of the given reaction.. Dataset: Forward reaction prediction with 1.9M reactions from USPTO patents (1976-2016) (1) Given the reactants [CH2:1]([O:8][C:9]1[CH:14]=[CH:13][C:12](Br)=[CH:11][C:10]=1[CH:16]1[CH2:20][CH2:19][CH2:18][CH2:17]1)[C:2]1[CH:7]=[CH:6][CH:5]=[CH:4][CH:3]=1.[Li]CCCC.CN([CH:29]=[O:30])C.Cl, predict the reaction product. The product is: [CH2:1]([O:8][C:9]1[CH:14]=[CH:13][C:12]([CH:29]=[O:30])=[CH:11][C:10]=1[CH:16]1[CH2:20][CH2:19][CH2:18][CH2:17]1)[C:2]1[CH:7]=[CH:6][CH:5]=[CH:4][CH:3]=1. (2) Given the reactants [F:1][C:2]1[CH:10]=[C:9]([N+:11]([O-:13])=[O:12])[C:8]([O:14][CH3:15])=[CH:7][C:3]=1[C:4](O)=[O:5].[BH4-].[Na+].B(F)(F)F, predict the reaction product. The product is: [F:1][C:2]1[CH:10]=[C:9]([N+:11]([O-:13])=[O:12])[C:8]([O:14][CH3:15])=[CH:7][C:3]=1[CH2:4][OH:5]. (3) Given the reactants [NH2:1][C:2]1[N:7]=[C:6]([CH3:8])[N:5]=[C:4]([C:9]2[N:14]=[C:13]([C:15](=[O:17])[CH3:16])[CH:12]=[N:11][C:10]=2[NH:18][C:19]2[CH:20]=[N:21][C:22]([O:26][CH3:27])=[C:23]([F:25])[CH:24]=2)[CH:3]=1.[CH3:28][Mg]Br.C(OCC)C, predict the reaction product. The product is: [NH2:1][C:2]1[N:7]=[C:6]([CH3:8])[N:5]=[C:4]([C:9]2[N:14]=[C:13]([C:15]([OH:17])([CH3:28])[CH3:16])[CH:12]=[N:11][C:10]=2[NH:18][C:19]2[CH:20]=[N:21][C:22]([O:26][CH3:27])=[C:23]([F:25])[CH:24]=2)[CH:3]=1.